This data is from hERG Central: cardiac toxicity at 1µM, 10µM, and general inhibition. The task is: Predict hERG channel inhibition at various concentrations. The drug is O=C(/C=C/c1cccc(F)c1)Nc1cc(S(=O)(=O)N2CCOCC2)ccc1N1CCCC1. Results: hERG_inhib (hERG inhibition (general)): blocker.